From a dataset of Catalyst prediction with 721,799 reactions and 888 catalyst types from USPTO. Predict which catalyst facilitates the given reaction. (1) Reactant: [CH2:1]([C:3]1[CH:16]=[CH:15][C:14]2[C:13](=[O:17])[C:12]3[C:7](=[CH:8][CH:9]=[CH:10][CH:11]=3)[C:6](=[O:18])[C:5]=2[CH:4]=1)[CH3:2].ClC(Cl)C.[Br:23]N1C(=O)CCC1=O.N(C(C)(C)C#N)=NC(C)(C)C#N. Product: [Br:23][CH:1]([C:3]1[CH:16]=[CH:15][C:14]2[C:13](=[O:17])[C:12]3[C:7](=[CH:8][CH:9]=[CH:10][CH:11]=3)[C:6](=[O:18])[C:5]=2[CH:4]=1)[CH3:2]. The catalyst class is: 5. (2) Reactant: [CH3:1][NH:2][CH2:3][C:4]1[N:5]([CH3:13])[C:6]2[C:11]([CH:12]=1)=[CH:10][CH:9]=[CH:8][CH:7]=2.CNCC1C=CC2C(=CC=CC=2)C=1CCC.[ClH:30].[O:31]=[C:32]1[C@H:41]2[N:37]([CH2:38][CH2:39][CH2:40]2)[CH2:36][C:35]2[CH:42]=[C:43](/[CH:46]=[CH:47]/[C:48](O)=[O:49])[CH:44]=[N:45][C:34]=2[NH:33]1.Cl.CN1CC2C=C(/C=C/C(O)=O)C=NC=2NC(=O)C1. Product: [ClH:30].[CH3:1][N:2]([CH2:3][C:4]1[N:5]([CH3:13])[C:6]2[C:11]([CH:12]=1)=[CH:10][CH:9]=[CH:8][CH:7]=2)[C:48](=[O:49])/[CH:47]=[CH:46]/[C:43]1[CH:44]=[N:45][C:34]2[NH:33][C:32](=[O:31])[C@H:41]3[N:37]([CH2:38][CH2:39][CH2:40]3)[CH2:36][C:35]=2[CH:42]=1. The catalyst class is: 5. (3) Reactant: [S:1]1[CH:5]=[CH:4][N:3]=[CH:2]1.C([Li])CCC.CCCCCC.CON(C)[C:20]([CH:22]1[CH2:27][CH2:26][S:25][CH2:24][CH2:23]1)=[O:21]. Product: [S:25]1[CH2:26][CH2:27][CH:22]([C:20]([C:2]2[S:1][CH:5]=[CH:4][N:3]=2)=[O:21])[CH2:23][CH2:24]1. The catalyst class is: 7. (4) Reactant: [Br:1][C:2]1[CH:7]=[CH:6][C:5]([C:8]([CH3:13])([CH3:12])[C:9]([O-])=[O:10])=[CH:4][CH:3]=1.[H-].[H-].[H-].[H-].[Li+].[Al+3].[NH4+].[Cl-]. Product: [Br:1][C:2]1[CH:3]=[CH:4][C:5]([C:8]([CH3:13])([CH3:12])[CH2:9][OH:10])=[CH:6][CH:7]=1. The catalyst class is: 7.